From a dataset of Forward reaction prediction with 1.9M reactions from USPTO patents (1976-2016). Predict the product of the given reaction. (1) The product is: [C:8]([C:11]1[C:19]2[C:14](=[N:15][CH:16]=[C:17]([NH:20][C:21](=[O:37])[C:22]3[C:27]([F:28])=[CH:26][CH:25]=[C:24]([N:29]([S:30]([CH2:33][CH2:34][CH3:35])(=[O:32])=[O:31])[S:4]([CH2:1][CH2:2][CH3:3])(=[O:6])=[O:5])[C:23]=3[F:36])[CH:18]=2)[N:13]([S:4]([CH2:1][CH2:2][CH3:3])(=[O:6])=[O:5])[CH:12]=1)(=[O:10])[CH3:9]. Given the reactants [CH2:1]([S:4](Cl)(=[O:6])=[O:5])[CH2:2][CH3:3].[C:8]([C:11]1[C:19]2[C:14](=[N:15][CH:16]=[C:17]([NH:20][C:21](=[O:37])[C:22]3[C:27]([F:28])=[CH:26][CH:25]=[C:24]([NH:29][S:30]([CH2:33][CH2:34][CH3:35])(=[O:32])=[O:31])[C:23]=3[F:36])[CH:18]=2)[NH:13][CH:12]=1)(=[O:10])[CH3:9], predict the reaction product. (2) Given the reactants [C:1]1([C:21]2[CH:26]=[CH:25][CH:24]=[CH:23][CH:22]=2)[CH:6]=[CH:5][C:4]([C:7]([N:9]2[CH2:13][C:12](=[N:14][O:15][CH3:16])[CH2:11][C@H:10]2[C:17](=[N:19][OH:20])[NH2:18])=[O:8])=[CH:3][CH:2]=1.[N:27]1[CH:32]=[CH:31][CH:30]=[CH:29][C:28]=1[C:33](O)=O, predict the reaction product. The product is: [CH3:16][O:15][N:14]=[C:12]1[CH2:11][C@@H:10]([C:17]2[N:18]=[C:33]([C:28]3[CH:29]=[CH:30][CH:31]=[CH:32][N:27]=3)[O:20][N:19]=2)[N:9]([C:7]([C:4]2[CH:3]=[CH:2][C:1]([C:21]3[CH:26]=[CH:25][CH:24]=[CH:23][CH:22]=3)=[CH:6][CH:5]=2)=[O:8])[CH2:13]1.